Binary Classification. Given a miRNA mature sequence and a target amino acid sequence, predict their likelihood of interaction. From a dataset of Experimentally validated miRNA-target interactions with 360,000+ pairs, plus equal number of negative samples. The miRNA is hsa-miR-130b-3p with sequence CAGUGCAAUGAUGAAAGGGCAU. The protein sequence of the target gene is MSFFPELYFNVDNGYLEGLVRGLKAGVLSQADYLNLVQCETLEDLKLHLQSTDYGNFLANEASPLTVSVIDDRLKEKMVVEFRHMRNHAYEPLASFLDFITYSYMIDNVILLITGTLHQRSIAELVPKCHPLGSFEQMEAVNIAQTPAELYNAILVDTPLAAFFQDCISEQDLDEMNIEIIRNTLYKAYLESFYKFCTLLGGTTADAMCPILEFEADRRAFIITINSFGTELSKEDRAKLFPHCGRLYPEGLAQLARADDYEQVKNVADYYPEYKLLFEGAGSNPGDKTLEDRFFEHEVK.... Result: 1 (interaction).